Dataset: Reaction yield outcomes from USPTO patents with 853,638 reactions. Task: Predict the reaction yield, written as a fraction of the theoretical maximum amount of product (1.0 means a 100% yield; for example, 0.34 means a 34% yield). The reactants are Cl.[F:2][CH2:3][C:4]([C:8]1[O:12][N:11]=[C:10]([NH:13][C:14](=[O:38])[NH:15][C:16]2[CH:21]=[CH:20][C:19]([NH:22][C:23](=[O:37])[C:24]3[CH:29]=[CH:28][C:27]([O:30][CH:31]4[CH2:36][CH2:35][NH:34][CH2:33][CH2:32]4)=[CH:26][N:25]=3)=[CH:18][CH:17]=2)[CH:9]=1)([CH3:7])[CH2:5][F:6].Cl.[C:40](C1ON=C(NC(=O)NC2C=CC(NC(=O)C3C=C(OC4CCNCC4)C=CN=3)=CC=2)C=1)(C)(C)[CH3:41]. No catalyst specified. The product is [F:2][CH2:3][C:4]([C:8]1[O:12][N:11]=[C:10]([NH:13][C:14](=[O:38])[NH:15][C:16]2[CH:17]=[CH:18][C:19]([NH:22][C:23](=[O:37])[C:24]3[CH:29]=[CH:28][C:27]([O:30][CH:31]4[CH2:32][CH2:33][N:34]([CH2:40][CH3:41])[CH2:35][CH2:36]4)=[CH:26][N:25]=3)=[CH:20][CH:21]=2)[CH:9]=1)([CH3:7])[CH2:5][F:6]. The yield is 0.940.